This data is from Catalyst prediction with 721,799 reactions and 888 catalyst types from USPTO. The task is: Predict which catalyst facilitates the given reaction. (1) Reactant: [SH:1][C:2]1[CH:3]=[C:4]([OH:9])[CH:5]=[C:6]([OH:8])[CH:7]=1.CN(C=O)C.Cl[CH2:16][C:17](=[O:23])[CH2:18][C:19]([O:21][CH3:22])=[O:20]. Product: [OH:9][C:4]1[CH:3]=[C:2]([S:1][CH2:16][C:17](=[O:23])[CH2:18][C:19]([O:21][CH3:22])=[O:20])[CH:7]=[C:6]([OH:8])[CH:5]=1. The catalyst class is: 6. (2) Reactant: [F:1][C:2]([F:11])([F:10])[C:3]1[CH:8]=[CH:7][C:6]([NH2:9])=[CH:5][CH:4]=1.[Br:12][C:13]1[CH:14]=[C:15]([CH:18]=[CH:19][CH:20]=1)[CH:16]=O.[CH2:21]=[C:22]([CH3:24])[CH3:23].FC(F)(F)S([O-])(=O)=O.[Yb+3].FC(F)(F)S([O-])(=O)=O.FC(F)(F)S([O-])(=O)=O. Product: [Br:12][C:13]1[CH:14]=[C:15]([CH:16]2[CH2:21][C:22]([CH3:24])([CH3:23])[C:5]3[C:6](=[CH:7][CH:8]=[C:3]([C:2]([F:10])([F:11])[F:1])[CH:4]=3)[NH:9]2)[CH:18]=[CH:19][CH:20]=1. The catalyst class is: 115. (3) Product: [NH2:28][C:25]1[CH:26]=[CH:27][C:22]([C:17]2[NH:18][C:19](=[O:21])[C:20]3[C:12]([CH:6]4[CH2:11][CH2:10][CH2:9][CH2:8][CH2:7]4)=[N:13][N:14]([CH3:37])[C:15]=3[N:16]=2)=[CH:23][CH:24]=1. The catalyst class is: 17. Reactant: CS(O)(=O)=O.[CH:6]1([C:12]2[C:20]3[C:19](=[O:21])[NH:18][C:17]([C:22]4[CH:27]=[CH:26][C:25]([N:28]5CCC(O)CC5)=[CH:24][C:23]=4OC)=[N:16][C:15]=3[N:14]([CH3:37])[N:13]=2)[CH2:11][CH2:10][CH2:9][CH2:8][CH2:7]1.[N+](C1C=CC(C(Cl)=O)=CC=1)([O-])=O. (4) Reactant: [OH-].[Na+].[Br:3][C:4]1[CH:9]=[CH:8][C:7]([NH:10][CH2:11][C:12]2[CH:17]=[CH:16][C:15]([F:18])=[CH:14][C:13]=2[C:19]2[CH:20]=[CH:21][C:22]([C:25]([O:27]C)=[O:26])=[N:23][CH:24]=2)=[CH:6][C:5]=1[F:29]. Product: [Br:3][C:4]1[CH:9]=[CH:8][C:7]([NH:10][CH2:11][C:12]2[CH:17]=[CH:16][C:15]([F:18])=[CH:14][C:13]=2[C:19]2[CH:20]=[CH:21][C:22]([C:25]([OH:27])=[O:26])=[N:23][CH:24]=2)=[CH:6][C:5]=1[F:29]. The catalyst class is: 1.